From a dataset of Catalyst prediction with 721,799 reactions and 888 catalyst types from USPTO. Predict which catalyst facilitates the given reaction. (1) Reactant: [Si]([O:18][CH:19]1[CH2:22][N:21]([C:23]2[O:24][CH:25]=[C:26]([C:28](=[O:48])[NH:29][C@@H:30]3[CH2:34][CH2:33][N:32]([C:35]([O:37][CH2:38][C:39]4[CH:44]=[CH:43][C:42]([N+:45]([O-:47])=[O:46])=[CH:41][CH:40]=4)=[O:36])[CH2:31]3)[N:27]=2)[CH2:20]1)(C(C)(C)C)(C1C=CC=CC=1)C1C=CC=CC=1.C(O)(=O)C.[F-].C([N+](CCCC)(CCCC)CCCC)CCC. Product: [OH:18][CH:19]1[CH2:20][N:21]([C:23]2[O:24][CH:25]=[C:26]([C:28](=[O:48])[NH:29][C@@H:30]3[CH2:34][CH2:33][N:32]([C:35]([O:37][CH2:38][C:39]4[CH:44]=[CH:43][C:42]([N+:45]([O-:47])=[O:46])=[CH:41][CH:40]=4)=[O:36])[CH2:31]3)[N:27]=2)[CH2:22]1. The catalyst class is: 7. (2) Reactant: [F:1][C:2]([F:17])([F:16])[C:3]([NH:5][C:6]1[CH:11]=[C:10]([N+:12]([O-])=O)[CH:9]=[CH:8][C:7]=1[F:15])=[O:4]. Product: [NH2:12][C:10]1[CH:9]=[CH:8][C:7]([F:15])=[C:6]([NH:5][C:3](=[O:4])[C:2]([F:1])([F:16])[F:17])[CH:11]=1. The catalyst class is: 99. (3) Reactant: CCN(C(C)C)C(C)C.[N:10]1([N:16]2[CH:20]=[C:19]([C:21]([OH:23])=O)[N:18]=[N:17]2)[CH2:15][CH2:14][O:13][CH2:12][CH2:11]1.NN1CCOCC1.C1C=CC2N(O)N=NC=2C=1.CCN=C=NCCCN(C)C.Cl.[NH2:53][CH2:54][C:55]([N:57]1[CH2:62][CH2:61][CH:60]([O:63][C:64]2[CH:69]=[C:68]([F:70])[CH:67]=[CH:66][C:65]=2[Cl:71])[CH2:59][CH2:58]1)=[O:56]. Product: [Cl:71][C:65]1[CH:66]=[CH:67][C:68]([F:70])=[CH:69][C:64]=1[O:63][CH:60]1[CH2:61][CH2:62][N:57]([C:55](=[O:56])[CH2:54][NH:53][C:21]([C:19]2[N:18]=[N:17][N:16]([N:10]3[CH2:11][CH2:12][O:13][CH2:14][CH2:15]3)[CH:20]=2)=[O:23])[CH2:58][CH2:59]1. The catalyst class is: 18. (4) Reactant: [Br:1][CH2:2][C:3]([NH:5][C:6]1[N:7]=[N:8][CH:9]=[CH:10][CH:11]=1)=[O:4].[OH:12][C@@H:13]1[CH2:17][CH2:16][N:15]([CH3:18])[CH2:14]1. Product: [Br-:1].[OH:12][CH:13]1[CH2:17][CH2:16][N@@+:15]([CH3:18])([CH2:2][C:3](=[O:4])[NH:5][C:6]2[N:7]=[N:8][CH:9]=[CH:10][CH:11]=2)[CH2:14]1. The catalyst class is: 10.